Predict the reaction yield, written as a fraction of the theoretical maximum amount of product (1.0 means a 100% yield; for example, 0.34 means a 34% yield). From a dataset of Reaction yield outcomes from USPTO patents with 853,638 reactions. (1) The reactants are Cl[C:2]1[CH:7]=[CH:6][C:5]([N+:8]([O-:10])=[O:9])=[CH:4][N:3]=1.[NH:11]1[CH2:15][CH2:14][CH2:13][CH2:12]1. The catalyst is CCO. The product is [N+:8]([C:5]1[CH:6]=[CH:7][C:2]([N:11]2[CH2:15][CH2:14][CH2:13][CH2:12]2)=[N:3][CH:4]=1)([O-:10])=[O:9]. The yield is 0.780. (2) The reactants are [CH2:1]([N:5]([CH2:13][C:14](=[O:35])[CH:15]=P(C1C=CC=CC=1)(C1C=CC=CC=1)C1C=CC=CC=1)[C:6](=[O:12])[O:7][C:8]([CH3:11])([CH3:10])[CH3:9])[CH2:2][CH:3]=[CH2:4].[CH2:36]=O. The catalyst is C1COCC1. The product is [CH2:1]([N:5]([CH2:13][C:14](=[O:35])[CH:15]=[CH2:36])[C:6](=[O:12])[O:7][C:8]([CH3:9])([CH3:10])[CH3:11])[CH2:2][CH:3]=[CH2:4]. The yield is 0.492. (3) The yield is 0.450. The reactants are Br[C:2]1[CH:7]=[CH:6][C:5]([C:8]([OH:11])([CH3:10])[CH3:9])=[CH:4][CH:3]=1.[CH3:12][C:13]1([CH3:29])[C:17]([CH3:19])([CH3:18])[O:16][B:15]([B:15]2[O:16][C:17]([CH3:19])([CH3:18])[C:13]([CH3:29])([CH3:12])[O:14]2)[O:14]1.CC([O-])=O.[K+]. The catalyst is C1C=CC(P(C2C=CC=CC=2)[C-]2C=CC=C2)=CC=1.C1C=CC(P(C2C=CC=CC=2)[C-]2C=CC=C2)=CC=1.Cl[Pd]Cl.[Fe+2].CS(C)=O. The product is [CH3:12][C:13]1([CH3:29])[C:17]([CH3:19])([CH3:18])[O:16][B:15]([C:2]2[CH:7]=[CH:6][C:5]([C:8]([OH:11])([CH3:10])[CH3:9])=[CH:4][CH:3]=2)[O:14]1. (4) The reactants are [CH2:1]([N:3]([CH2:19][CH3:20])[CH2:4][CH2:5][N:6]1[CH2:11][CH2:10][C:9]2[NH:12][C:13]([CH:16]=O)=[C:14]([CH3:15])[C:8]=2[C:7]1=[O:18])[CH3:2].[Cl:21][C:22]1[CH:27]=[CH:26][C:25]([C:28]2[CH:36]=[CH:35][CH:34]=[C:33]3[C:29]=2[CH2:30][C:31](=[O:37])[NH:32]3)=[C:24]([F:38])[CH:23]=1. No catalyst specified. The product is [Cl:21][C:22]1[CH:27]=[CH:26][C:25]([C:28]2[CH:36]=[CH:35][CH:34]=[C:33]3[C:29]=2[C:30](=[CH:16][C:13]2[NH:12][C:9]4[CH2:10][CH2:11][N:6]([CH2:5][CH2:4][N:3]([CH2:19][CH3:20])[CH2:1][CH3:2])[C:7](=[O:18])[C:8]=4[C:14]=2[CH3:15])[C:31](=[O:37])[NH:32]3)=[C:24]([F:38])[CH:23]=1. The yield is 0.389. (5) The reactants are [F:1][C:2]1[CH:7]=[C:6]([F:8])[CH:5]=[CH:4][C:3]=1[C:9]1[C:17]2[C:12](=[CH:13][C:14]([O:18][CH2:19][CH2:20][CH2:21][N:22]3[CH2:27][CH2:26][N:25]([S:28]([CH3:31])(=[O:30])=[O:29])[CH2:24][CH2:23]3)=[CH:15][CH:16]=2)[C:11](=[O:32])[C:10]=1C1C=CC(C)=CC=1.O1CCN(CCOC2C=C3C(C(C4C=CC=CC=4)=C(Br)C3=O)=CC=2)CC1.[N:66]1[C:75]2[C:70](=[CH:71][CH:72]=[CH:73][CH:74]=2)[CH:69]=[C:68](B(O)O)[CH:67]=1. No catalyst specified. The product is [F:1][C:2]1[CH:7]=[C:6]([F:8])[CH:5]=[CH:4][C:3]=1[C:9]1[C:17]2[C:12](=[CH:13][C:14]([O:18][CH2:19][CH2:20][CH2:21][N:22]3[CH2:27][CH2:26][N:25]([S:28]([CH3:31])(=[O:29])=[O:30])[CH2:24][CH2:23]3)=[CH:15][CH:16]=2)[C:11](=[O:32])[C:10]=1[C:68]1[CH:67]=[N:66][C:75]2[C:70]([CH:69]=1)=[CH:71][CH:72]=[CH:73][CH:74]=2. The yield is 0.830. (6) The reactants are CS(O[CH2:6][CH2:7][O:8][C:9]1[CH:14]=[CH:13][CH:12]=[C:11]([Br:15])[CH:10]=1)(=O)=O.[C:16]1(=[O:26])[NH:20][C:19](=[O:21])[C:18]2=[CH:22][CH:23]=[CH:24][CH:25]=[C:17]12.[K]. The catalyst is CN(C=O)C. The product is [Br:15][C:11]1[CH:10]=[C:9]([CH:14]=[CH:13][CH:12]=1)[O:8][CH2:7][CH2:6][N:20]1[C:19](=[O:21])[C:18]2=[CH:22][CH:23]=[CH:24][CH:25]=[C:17]2[C:16]1=[O:26]. The yield is 0.780. (7) The reactants are [CH3:1][C:2]([CH3:8])([CH3:7])[CH2:3][C:4]([OH:6])=[O:5].O.[C:10](=[O:17])([S:14][CH2:15][CH3:16])[O:11][CH2:12]I. The catalyst is ClCCl. The product is [CH2:15]([S:14][C:10]([O:11][CH2:12][O:5][C:4](=[O:6])[CH2:3][C:2]([CH3:8])([CH3:7])[CH3:1])=[O:17])[CH3:16]. The yield is 1.00. (8) The reactants are [O:1]1[CH2:7][CH:2]1[C:3]([O:5][CH3:6])=[O:4].[C:8](=[O:10])=[O:9]. The catalyst is [Cl-].C([N+](C)(C)C)C1C=CC=CC=1.C(#N)C.[Zn+2].[Br-].[Br-]. The product is [CH3:6][O:5][C:3]([CH:2]1[CH2:7][O:1][C:8](=[O:9])[O:10]1)=[O:4]. The yield is 0.650. (9) The catalyst is CO. The reactants are [F:1][C:2]([F:29])([F:28])[C:3]1[C:12]([O:13][C@H:14]2[CH2:19][CH2:18][C@@H:17]([C:20]([F:23])([F:22])[F:21])[CH2:16][CH2:15]2)=[CH:11][CH:10]=[C:9]2[C:4]=1[CH:5]=[CH:6][C:7]([C:24]([O:26]C)=[O:25])=[CH:8]2.[OH-].[Na+]. The yield is 0.900. The product is [F:1][C:2]([F:28])([F:29])[C:3]1[C:12]([O:13][C@H:14]2[CH2:19][CH2:18][C@@H:17]([C:20]([F:23])([F:21])[F:22])[CH2:16][CH2:15]2)=[CH:11][CH:10]=[C:9]2[C:4]=1[CH:5]=[CH:6][C:7]([C:24]([OH:26])=[O:25])=[CH:8]2.